From a dataset of Experimentally validated miRNA-target interactions with 360,000+ pairs, plus equal number of negative samples. Binary Classification. Given a miRNA mature sequence and a target amino acid sequence, predict their likelihood of interaction. The miRNA is mmu-miR-3061-5p with sequence CAGUGGGCCGUGAAAGGUAGCC. The protein sequence of the target gene is MGVLMSKRQTVEQVQKVSLAVSAFKDGLRDRPSIRRTGELPGSRRGTVEGSVQEVQEEKEAEAGTSVVQEESSAGRAAWERLRDGRGVEPEEFDRTSRFTPPAFIRPTRKLDDDKPPEICLEPREPVVNDEMCDVCEVWTAESLFPCRVCTRVFHDGCLRRMGYIQGDSAAEVTEMAHTETGWSCHYCDNINLLLTEEEMYSLTETFQRCKVIPDCSLTLEDFLRYRHQAAKRGDRDRALSEEQEEQAARQFAALDPEHRGHIEWPDFLSHESLLLLQQLRPQNSLLRLLTVKERERARA.... Result: 0 (no interaction).